This data is from Full USPTO retrosynthesis dataset with 1.9M reactions from patents (1976-2016). The task is: Predict the reactants needed to synthesize the given product. (1) Given the product [CH3:22][N:21]1[C:17]([C:13]2[CH:12]=[C:11]([C:9]3[S:10][C:5]4[C:4]([N:23]5[CH2:28][CH2:27][O:26][CH2:25][CH2:24]5)=[N:3][C:2]([C:37]5[CH:38]=[N:39][C:40]([NH2:43])=[N:41][CH:42]=5)=[N:7][C:6]=4[CH:8]=3)[CH:16]=[CH:15][CH:14]=2)=[N:18][N:19]=[N:20]1, predict the reactants needed to synthesize it. The reactants are: Cl[C:2]1[N:3]=[C:4]([N:23]2[CH2:28][CH2:27][O:26][CH2:25][CH2:24]2)[C:5]2[S:10][C:9]([C:11]3[CH:16]=[CH:15][CH:14]=[C:13]([C:17]4[N:21]([CH3:22])[N:20]=[N:19][N:18]=4)[CH:12]=3)=[CH:8][C:6]=2[N:7]=1.CC1(C)C(C)(C)OB([C:37]2[CH:38]=[N:39][C:40]([NH2:43])=[N:41][CH:42]=2)O1. (2) Given the product [CH2:1]([N:8]1[CH2:9][C@@H:10]([C:16]2[CH:21]=[CH:20][C:19]([F:22])=[CH:18][C:17]=2[F:23])[C@H:11]([NH2:13])[CH2:12]1)[C:2]1[CH:3]=[CH:4][CH:5]=[CH:6][CH:7]=1, predict the reactants needed to synthesize it. The reactants are: [CH2:1]([N:8]1[CH2:12][C@@H:11]([N+:13]([O-])=O)[C@H:10]([C:16]2[CH:21]=[CH:20][C:19]([F:22])=[CH:18][C:17]=2[F:23])[CH2:9]1)[C:2]1[CH:7]=[CH:6][CH:5]=[CH:4][CH:3]=1. (3) Given the product [CH:26]([C:20]1[CH:19]=[C:18]([CH:23]=[CH:22][C:21]=1[O:24][CH3:25])[O:40][C:31]1[C:30]([CH3:29])=[CH:35][C:34]([N+:36]([O-:38])=[O:37])=[CH:33][C:32]=1[CH3:39])([CH3:27])[CH3:28], predict the reactants needed to synthesize it. The reactants are: F[B-](F)(F)F.[CH:26]([C:20]1[CH:19]=[C:18]([I+][C:18]2[CH:23]=[CH:22][C:21]([O:24][CH3:25])=[C:20]([CH:26]([CH3:28])[CH3:27])[CH:19]=2)[CH:23]=[CH:22][C:21]=1[O:24][CH3:25])([CH3:28])[CH3:27].[CH3:29][C:30]1[CH:35]=[C:34]([N+:36]([O-:38])=[O:37])[CH:33]=[C:32]([CH3:39])[C:31]=1[OH:40]. (4) The reactants are: [CH3:1][O:2][C:3]([C:5]1[S:6][C:7]([CH:13]=[O:14])=[CH:8][C:9]=1[CH:10]([CH3:12])[CH3:11])=[O:4].CC(=CC)C.[Cl-].[Na+].[O:22]1CCOCC1. Given the product [CH3:1][O:2][C:3]([C:5]1[S:6][C:7]([C:13]([OH:22])=[O:14])=[CH:8][C:9]=1[CH:10]([CH3:11])[CH3:12])=[O:4], predict the reactants needed to synthesize it. (5) Given the product [Cl:1][C:2]1[CH:15]=[C:14]([Cl:16])[C:13]([O:17][C:18]2[N:22]([CH3:23])[N:21]=[C:20]([CH3:24])[C:19]=2[CH2:25][CH3:26])=[CH:12][C:3]=1[O:4][CH:5]([CH3:11])[C:6]([O:8][CH2:9][CH3:10])=[O:7], predict the reactants needed to synthesize it. The reactants are: [Cl:1][C:2]1[CH:15]=[C:14]([Cl:16])[C:13]([O:17][C:18]2[N:22]([CH3:23])[N:21]=[C:20]([CH3:24])[C:19]=2[CH:25]=[CH2:26])=[CH:12][C:3]=1[O:4][CH:5]([CH3:11])[C:6]([O:8][CH2:9][CH3:10])=[O:7]. (6) Given the product [N:4]1[CH:3]=[C:2]([C:19]2[CH:18]=[CH:17][C:16]([CH:14]=[O:15])=[CH:21][CH:20]=2)[CH:7]=[N:6][CH:5]=1, predict the reactants needed to synthesize it. The reactants are: Br[C:2]1[CH:3]=[N:4][CH:5]=[N:6][CH:7]=1.C(=O)([O-])[O-].[Na+].[Na+].[CH:14]([C:16]1[CH:17]=[C:18](B(O)O)[CH:19]=[CH:20][CH:21]=1)=[O:15]. (7) Given the product [CH3:34][O:33][C:31](=[O:32])[CH2:30][CH2:29][CH2:28][CH2:27][CH2:26][CH2:25][C:24]([NH:1][C:2]1[CH:16]=[CH:15][C:5]([CH2:6][NH:7][C:8]([O:9][C:10]([CH3:12])([CH3:13])[CH3:11])=[O:14])=[CH:4][CH:3]=1)=[O:35], predict the reactants needed to synthesize it. The reactants are: [NH2:1][C:2]1[CH:16]=[CH:15][C:5]([CH2:6][NH:7][C:8](=[O:14])[O:9][C:10]([CH3:13])([CH3:12])[CH3:11])=[CH:4][CH:3]=1.N1C=CC=CC=1.Cl[C:24](=[O:35])[CH2:25][CH2:26][CH2:27][CH2:28][CH2:29][CH2:30][C:31]([O:33][CH3:34])=[O:32]. (8) Given the product [F:26][C:23]1[CH:22]=[CH:21][C:20]([C:19]2[C:10]3[C:8](=[C:7]([CH3:6])[C:13]([OH:14])=[CH:12][CH:11]=3)[O:9][C:17](=[O:16])[CH:18]=2)=[CH:25][CH:24]=1, predict the reactants needed to synthesize it. The reactants are: OS(O)(=O)=O.[CH3:6][C:7]1[C:13]([OH:14])=[CH:12][CH:11]=[CH:10][C:8]=1[OH:9].C[O:16][C:17](=O)[CH2:18][C:19](=O)[C:20]1[CH:25]=[CH:24][C:23]([F:26])=[CH:22][CH:21]=1.